Dataset: TCR-epitope binding with 47,182 pairs between 192 epitopes and 23,139 TCRs. Task: Binary Classification. Given a T-cell receptor sequence (or CDR3 region) and an epitope sequence, predict whether binding occurs between them. The epitope is AIMTRCLAV. The TCR CDR3 sequence is CASSQVERGGLGDEQFF. Result: 0 (the TCR does not bind to the epitope).